From a dataset of Microsomal clearance measurements from AstraZeneca. Regression/Classification. Given a drug SMILES string, predict its absorption, distribution, metabolism, or excretion properties. Task type varies by dataset: regression for continuous measurements (e.g., permeability, clearance, half-life) or binary classification for categorical outcomes (e.g., BBB penetration, CYP inhibition). For this dataset (clearance_microsome_az), we predict log10(clearance) (log10 of the in vitro intrinsic clearance, CLint, in uL/min per mg of human liver microsomal protein, equivalently mL/min/g; values are censored to the assay range of 3 to 150, which is 0.477 to 2.18 on this log10 scale). (1) The compound is Cc1ccc2c(c1)c(Sc1ccc(Cl)cc1)c(C)n2CC(=O)O. The log10(clearance) is 0.850. (2) The log10(clearance) is 0.480. The molecule is O=c1[nH]c2c(O)ccc([C@@H](O)CNCCCOCCNCCc3cccc(Cl)c3)c2s1. (3) The compound is Cc1ccc(S(=O)(=O)NC(=O)N2CCC(N3CCC(Oc4ccc(F)c(F)c4)CC3)CC2)cc1. The log10(clearance) is 0.480. (4) The drug is O=C(O)c1ccc(N2CCC(CN3CCC(Oc4ccc(Cl)c(Cl)c4)CC3)CC2)cc1. The log10(clearance) is 0.480. (5) The molecule is CC(C)(C)c1ccc(C(O)CCCN2CCC(C(O)(c3ccccc3)c3ccccc3)CC2)cc1. The log10(clearance) is 1.98.